From a dataset of HIV replication inhibition screening data with 41,000+ compounds from the AIDS Antiviral Screen. Binary Classification. Given a drug SMILES string, predict its activity (active/inactive) in a high-throughput screening assay against a specified biological target. (1) The compound is Cc1ccc(C=C2N=C(N3CCOCC3)NC2=O)cc1. The result is 0 (inactive). (2) The compound is O=C1C(=O)N(CNC(c2ccccc2)c2ccccc2)c2ccccc21. The result is 1 (active). (3) The result is 0 (inactive). The compound is CCCCCCCCCCCCCC(=O)NCC(=O)NC(CO)C(=O)NC(CO)C(=O)NC(CCCCN)C(=O)NC(CO)C(=O)NC(CCCCN)C(=O)N1CCCC1C(=O)NC(CCCCN)C(=O)NC(CC(=O)O)C(N)=O. (4) The compound is COC(=O)c1cc(C)ccc1C1CN=NC12Cc1cccc(C)c1C2=O. The result is 0 (inactive). (5) The compound is COc1ccc(NC(=O)CSc2nc(C)nc3c2sc(=S)n3-c2ccccc2)cc1. The result is 0 (inactive).